Dataset: Reaction yield outcomes from USPTO patents with 853,638 reactions. Task: Predict the reaction yield, written as a fraction of the theoretical maximum amount of product (1.0 means a 100% yield; for example, 0.34 means a 34% yield). The reactants are [NH:1]1[CH2:4][CH:3]([NH:5][C:6](=[O:12])[O:7][C:8]([CH3:11])([CH3:10])[CH3:9])[CH2:2]1.[Cl:13][C:14]1[CH:19]=[CH:18][C:17](I)=[CH:16][N:15]=1. No catalyst specified. The product is [Cl:13][C:14]1[N:15]=[CH:16][C:17]([N:1]2[CH2:4][CH:3]([NH:5][C:6](=[O:12])[O:7][C:8]([CH3:9])([CH3:11])[CH3:10])[CH2:2]2)=[CH:18][CH:19]=1. The yield is 0.470.